Dataset: Catalyst prediction with 721,799 reactions and 888 catalyst types from USPTO. Task: Predict which catalyst facilitates the given reaction. (1) Reactant: [OH-].[NH4+:2].[CH:3]1([CH2:6][N:7]2[C:11]3[CH:12]=[CH:13][C:14](C(F)(F)F)=[CH:15][C:10]=3[N:9]=[C:8]2[CH2:20][O:21][CH2:22][C:23]2([C:36]3[CH:41]=[CH:40][CH:39]=[CH:38][CH:37]=3)[CH2:28][CH2:27][N:26]([C:29]([O:31][C:32]([CH3:35])([CH3:34])[CH3:33])=[O:30])[CH2:25][CH2:24]2)[CH2:5][CH2:4]1. Product: [C:23]([C:36]1[CH:41]=[CH:40][C:39]([C:13]2[CH:14]=[CH:15][C:10]3[N:9]=[C:8]([CH2:20][O:21][CH2:22][C:23]4([C:36]5[CH:41]=[CH:40][CH:39]=[CH:38][CH:37]=5)[CH2:28][CH2:27][N:26]([C:29]([O:31][C:32]([CH3:35])([CH3:33])[CH3:34])=[O:30])[CH2:25][CH2:24]4)[N:7]([CH2:6][CH:3]4[CH2:4][CH2:5]4)[C:11]=3[CH:12]=2)=[CH:38][CH:37]=1)#[N:2]. The catalyst class is: 13. (2) The catalyst class is: 149. Product: [CH2:30]([N:21]1[CH:22]=[C:23]([C:24]2[CH:29]=[CH:28][N:27]=[CH:26][CH:25]=2)[C:19]([C:15]2[C:14]([F:33])=[C:13]([N:12]([CH2:49][O:48][CH3:45])[S:9]([C:3]3[CH:4]=[C:5]([F:8])[CH:6]=[CH:7][C:2]=3[F:1])(=[O:10])=[O:11])[CH:18]=[CH:17][CH:16]=2)=[N:20]1)[CH3:32]. Reactant: [F:1][C:2]1[CH:7]=[CH:6][C:5]([F:8])=[CH:4][C:3]=1[S:9]([NH:12][C:13]1[CH:18]=[CH:17][CH:16]=[C:15]([C:19]2[C:23]([C:24]3[CH:29]=[CH:28][N:27]=[CH:26][CH:25]=3)=[CH:22][N:21]([CH:30]([CH3:32])C)[N:20]=2)[C:14]=1[F:33])(=[O:11])=[O:10].N1C=CC(B2[O:48][C:45](C)(C)C(C)(C)O2)=CC=1.[C:49](=O)([O-])[O-].[Cs+].[Cs+]. (3) Reactant: CC(C)([O-])C.[K+].[CH3:7][N:8]([CH3:12])[CH2:9][CH2:10][OH:11].[F:13][C:14]1[CH:21]=[C:20](F)[CH:19]=[CH:18][C:15]=1[C:16]#[N:17]. Product: [CH3:7][N:8]([CH3:12])[CH2:9][CH2:10][O:11][C:20]1[CH:19]=[CH:18][C:15]([C:16]#[N:17])=[C:14]([F:13])[CH:21]=1. The catalyst class is: 7.